Dataset: Reaction yield outcomes from USPTO patents with 853,638 reactions. Task: Predict the reaction yield, written as a fraction of the theoretical maximum amount of product (1.0 means a 100% yield; for example, 0.34 means a 34% yield). (1) The reactants are Cl[C:2]1[N:3]=[CH:4][CH:5]=[C:6]2[C:11]=1[N:10]=[CH:9][C:8]([O:12][CH3:13])=[CH:7]2.[O:14]1[CH2:19][CH:18]=[C:17]([C:20]2[N:25]=[C:24]([F:26])[C:23]3[O:27][C:28]4[C:33]([C@@:34]5([CH2:39][CH2:38][S:37][C:36]([NH2:40])=[N:35]5)[C:22]=3[CH:21]=2)=[CH:32][C:31]([NH2:41])=[CH:30][CH:29]=4)[CH2:16][CH2:15]1.S(=O)(=O)(O)O. The catalyst is CC(O)C.O.C([O-])(O)=O.[Na+]. The product is [O:14]1[CH2:15][CH:16]=[C:17]([C:20]2[N:25]=[C:24]([F:26])[C:23]3[O:27][C:28]4[C:33]([C@@:34]5([CH2:39][CH2:38][S:37][C:36]([NH2:40])=[N:35]5)[C:22]=3[CH:21]=2)=[CH:32][C:31]([NH:41][C:2]2[N:3]=[CH:4][CH:5]=[C:6]3[C:11]=2[N:10]=[CH:9][C:8]([O:12][CH3:13])=[CH:7]3)=[CH:30][CH:29]=4)[CH2:18][CH2:19]1. The yield is 0.286. (2) The reactants are [C:1]([O:5][C:6](=[O:12])[NH:7][CH2:8][CH2:9][C:10]#[CH:11])([CH3:4])([CH3:3])[CH3:2].I[C:14]1[CH:21]=[CH:20][C:17]([C:18]#[N:19])=[CH:16][CH:15]=1.C(N(CC)CC)C. The catalyst is Cl[Pd](Cl)([P](C1C=CC=CC=1)(C1C=CC=CC=1)C1C=CC=CC=1)[P](C1C=CC=CC=1)(C1C=CC=CC=1)C1C=CC=CC=1.[Cu]I.C1COCC1. The product is [C:1]([O:5][C:6](=[O:12])[NH:7][CH2:8][CH2:9][C:10]#[C:11][C:14]1[CH:21]=[CH:20][C:17]([C:18]#[N:19])=[CH:16][CH:15]=1)([CH3:4])([CH3:3])[CH3:2]. The yield is 0.990.